This data is from Reaction yield outcomes from USPTO patents with 853,638 reactions. The task is: Predict the reaction yield, written as a fraction of the theoretical maximum amount of product (1.0 means a 100% yield; for example, 0.34 means a 34% yield). (1) The catalyst is C1(C)C=CC=C(C)C=1. The yield is 0.270. The product is [CH:1]([C:4]1[CH:12]=[CH:11][C:7]([C:8]2[O:9][CH:14]=[C:15]([C:17]3[CH:18]=[C:19]([CH:24]=[CH:25][CH:26]=3)[C:20]([O:22][CH3:23])=[O:21])[N:10]=2)=[CH:6][CH:5]=1)([CH3:3])[CH3:2]. The reactants are [CH:1]([C:4]1[CH:12]=[CH:11][C:7]([C:8]([NH2:10])=[O:9])=[CH:6][CH:5]=1)([CH3:3])[CH3:2].Br[CH2:14][C:15]([C:17]1[CH:18]=[C:19]([CH:24]=[CH:25][CH:26]=1)[C:20]([O:22][CH3:23])=[O:21])=O.O. (2) The reactants are [NH2:1][C:2]1[N:6]([CH3:7])[C:5](=[O:8])[C:4]([C:21]2[CH:26]=[CH:25][C:24]([F:27])=[C:23](Br)[CH:22]=2)([C:9]2[CH:14]=[CH:13][C:12]([S:15]([F:20])([F:19])([F:18])([F:17])[F:16])=[CH:11][CH:10]=2)[N:3]=1.[F:29][C:30]1[CH:31]=[N:32][CH:33]=[C:34](B2OC(C)(C)C(C)(C)O2)[CH:35]=1. No catalyst specified. The product is [NH2:1][C:2]1[N:6]([CH3:7])[C:5](=[O:8])[C:4]([C:21]2[CH:26]=[CH:25][C:24]([F:27])=[C:23]([C:34]3[CH:33]=[N:32][CH:31]=[C:30]([F:29])[CH:35]=3)[CH:22]=2)([C:9]2[CH:14]=[CH:13][C:12]([S:15]([F:20])([F:19])([F:18])([F:17])[F:16])=[CH:11][CH:10]=2)[N:3]=1. The yield is 0.460.